Dataset: Reaction yield outcomes from USPTO patents with 853,638 reactions. Task: Predict the reaction yield, written as a fraction of the theoretical maximum amount of product (1.0 means a 100% yield; for example, 0.34 means a 34% yield). (1) The reactants are Cl.[N+:2]([C:5]1[CH:10]=[CH:9][C:8]([N:11]2[CH2:16][CH2:15][NH:14][CH2:13][CH2:12]2)=[CH:7][CH:6]=1)([O-:4])=[O:3].[CH:17](O)=O.C=O.[OH-].[Na+]. The catalyst is CCOC(C)=O. The product is [CH3:17][N:14]1[CH2:15][CH2:16][N:11]([C:8]2[CH:7]=[CH:6][C:5]([N+:2]([O-:4])=[O:3])=[CH:10][CH:9]=2)[CH2:12][CH2:13]1. The yield is 0.700. (2) The reactants are C[O:2][C:3](=[O:30])[C:4]1[CH:9]=[CH:8][CH:7]=[C:6]([CH2:10][CH2:11][CH:12]([NH:22][C:23]([O:25][C:26]([CH3:29])([CH3:28])[CH3:27])=[O:24])[C:13]([N:15]2[CH2:20][CH2:19][CH:18]([CH3:21])[CH2:17][CH2:16]2)=[O:14])[CH:5]=1.[OH-].[Na+]. The catalyst is CO.O1CCOCC1. The product is [C:26]([O:25][C:23]([NH:22][CH:12]([C:13]([N:15]1[CH2:16][CH2:17][CH:18]([CH3:21])[CH2:19][CH2:20]1)=[O:14])[CH2:11][CH2:10][C:6]1[CH:5]=[C:4]([CH:9]=[CH:8][CH:7]=1)[C:3]([OH:30])=[O:2])=[O:24])([CH3:29])([CH3:27])[CH3:28]. The yield is 0.980. (3) The reactants are [C:1]([CH2:4][CH2:5][C:6]([N+:17]([O-:19])=[O:18])([CH2:12][CH2:13][C:14]([OH:16])=[O:15])[CH2:7][CH2:8][C:9]([OH:11])=[O:10])([OH:3])=[O:2].C(=O)([O-])[O-].[Cs+].[Cs+].[CH2:26](Br)[C:27]1[CH:32]=[CH:31][CH:30]=[CH:29][CH:28]=1. The catalyst is C(#N)C. The product is [CH2:26]([O:10][C:9]([CH2:8][CH2:7][C:6]([CH2:5][CH2:4][C:1]([O:3][CH2:26][C:27]1[CH:32]=[CH:31][CH:30]=[CH:29][CH:28]=1)=[O:2])([N+:17]([O-:19])=[O:18])[CH2:12][CH2:13][C:14]([O:16][CH2:26][C:27]1[CH:32]=[CH:31][CH:30]=[CH:29][CH:28]=1)=[O:15])=[O:11])[C:27]1[CH:32]=[CH:31][CH:30]=[CH:29][CH:28]=1. The yield is 0.820. (4) The reactants are [S:1]1[C:5]2[CH:6]=[CH:7][CH:8]=[CH:9][C:4]=2[N:3]=[C:2]1[N:10]1[C:14](=[O:15])[CH:13]=[C:12]([C:16]2[CH:21]=[CH:20][CH:19]=[C:18]([I:22])[CH:17]=2)[NH:11]1.CO[CH:25](OC)[N:26]([CH3:28])[CH3:27].C(OCC)C. The catalyst is C1COCC1. The product is [S:1]1[C:5]2[CH:6]=[CH:7][CH:8]=[CH:9][C:4]=2[N:3]=[C:2]1[N:10]1[C:14](=[O:15])[C:13](=[CH:25][N:26]([CH3:28])[CH3:27])[C:12]([C:16]2[CH:21]=[CH:20][CH:19]=[C:18]([I:22])[CH:17]=2)=[N:11]1. The yield is 0.950. (5) The reactants are [CH3:1][O:2][C:3]1[CH:4]=[C:5]2[C:9](=[C:10](I)[CH:11]=1)[C:8](=[O:13])[N:7]([CH2:14][C:15]1[CH:20]=[CH:19][C:18]([O:21][C:22]([F:25])([F:24])[F:23])=[CH:17][CH:16]=1)[CH2:6]2.[C-:26]#[N:27].[Na+]. The catalyst is C(#N)C.C1C=CC([P]([Pd]([P](C2C=CC=CC=2)(C2C=CC=CC=2)C2C=CC=CC=2)([P](C2C=CC=CC=2)(C2C=CC=CC=2)C2C=CC=CC=2)[P](C2C=CC=CC=2)(C2C=CC=CC=2)C2C=CC=CC=2)(C2C=CC=CC=2)C2C=CC=CC=2)=CC=1.[Cu]I. The product is [CH3:1][O:2][C:3]1[CH:11]=[C:10]([C:26]#[N:27])[C:9]2[C:8](=[O:13])[N:7]([CH2:14][C:15]3[CH:20]=[CH:19][C:18]([O:21][C:22]([F:25])([F:24])[F:23])=[CH:17][CH:16]=3)[CH2:6][C:5]=2[CH:4]=1. The yield is 0.680. (6) The product is [NH2:16][C:12]1[CH:13]=[CH:14][CH:15]=[C:8]([O:7][CH2:6]/[CH:5]=[CH:4]/[CH2:3][O:2][CH3:1])[C:9]=1[C:10]#[N:11]. The reactants are [CH3:1][O:2][CH2:3]/[CH:4]=[CH:5]/[CH2:6][O:7][C:8]1[CH:15]=[CH:14][CH:13]=[C:12]([N+:16]([O-])=O)[C:9]=1[C:10]#[N:11].CCO.O. The catalyst is CC(O)=O.[Fe]. The yield is 0.860. (7) The reactants are [NH2:1][C:2]1[C:17]([Cl:18])=[CH:16][CH:15]=[CH:14][C:3]=1[C:4]([NH:6][C:7]1[CH:12]=[CH:11][CH:10]=[CH:9][C:8]=1[Cl:13])=[O:5].[Cl:19][CH2:20][C:21](Cl)=O. The catalyst is C(O)(=O)C. The product is [Cl:18][C:17]1[CH:16]=[CH:15][CH:14]=[C:3]2[C:2]=1[N:1]=[C:21]([CH2:20][Cl:19])[N:6]([C:7]1[CH:12]=[CH:11][CH:10]=[CH:9][C:8]=1[Cl:13])[C:4]2=[O:5]. The yield is 0.740. (8) The reactants are [N:1]1[C:8](Cl)=[N:7][C:5](Cl)=[N:4][C:2]=1Cl.C([N:13](CC)[CH:14]([CH3:16])[CH3:15])(C)C.[F:19][C:20]1C=C(C=[CH:26][C:27]=1N)OC.[CH:29]1([NH2:36])[CH2:35][CH2:34][CH2:33][CH2:32][CH2:31][CH2:30]1.[CH3:37][N:38]1[CH2:43][CH2:42][CH:41]([NH:44][CH3:45])[CH2:40][CH2:39]1.[C:46](=[O:49])(O)[O-].[Na+]. The catalyst is O1CCOCC1.CC#N.[Cl-].[Na+].O. The product is [CH:29]1([NH:36][C:2]2[N:4]=[C:5]([NH:13][C:14]3[CH:15]=[CH:26][C:27]([O:49][CH3:46])=[C:20]([F:19])[CH:16]=3)[N:7]=[C:8]([N:44]([CH3:45])[CH:41]3[CH2:42][CH2:43][N:38]([CH3:37])[CH2:39][CH2:40]3)[N:1]=2)[CH2:35][CH2:34][CH2:33][CH2:32][CH2:31][CH2:30]1. The yield is 0.280.